Task: Regression/Classification. Given a drug SMILES string, predict its absorption, distribution, metabolism, or excretion properties. Task type varies by dataset: regression for continuous measurements (e.g., permeability, clearance, half-life) or binary classification for categorical outcomes (e.g., BBB penetration, CYP inhibition). Dataset: rlm.. Dataset: Rat liver microsome stability data (1) The molecule is CC(C)(C)c1ccc(-c2nc3c(N4CCN(Cc5cnc(O)nc5O)CC4)cccc3[nH]2)cc1. The result is 1 (stable in rat liver microsomes). (2) The molecule is CCc1nc2cc(Cl)ccn2c1C(=O)NCc1ccc2oc(-c3ccc(OC(F)(F)F)cc3)nc2c1. The result is 0 (unstable in rat liver microsomes). (3) The compound is O=C1Nc2ccc(Br)cc2[C@]12ON=C(c1cccc(Cl)c1)N2c1cccc(Cl)c1. The result is 0 (unstable in rat liver microsomes). (4) The molecule is Cc1c(Nc2c(C#N)cncc2C=Cc2ccc(S(N)(=O)=O)cc2)ccc2[nH]ccc12. The result is 1 (stable in rat liver microsomes). (5) The compound is N[C@H]1CCCN(c2ccncc2NC(=O)c2csc(-c3c(F)cccc3F)n2)C1. The result is 1 (stable in rat liver microsomes). (6) The compound is CCc1nnc(NC(=O)c2nc(S(=O)(=O)Cc3ccc(C)cc3)ncc2Cl)s1. The result is 1 (stable in rat liver microsomes). (7) The compound is O=C(NCCC(c1ccc(F)cc1)c1ccc(F)cc1)c1ccnc(OCC(F)(F)F)c1. The result is 1 (stable in rat liver microsomes).